The task is: Predict the product of the given reaction.. This data is from Forward reaction prediction with 1.9M reactions from USPTO patents (1976-2016). (1) Given the reactants [Br:1][C:2]1[C:3]([S:7]([N:10]2[C:14]([C:15]3[C:16]([F:21])=[N:17][CH:18]=[CH:19][CH:20]=3)=[C:13]([F:22])[C:12]([CH2:23][N:24](C)[C:25](=O)OC(C)(C)C)=[CH:11]2)(=[O:9])=[O:8])=[CH:4][S:5][CH:6]=1.C(OCC)(=O)C.[ClH:39], predict the reaction product. The product is: [ClH:39].[Br:1][C:2]1[C:3]([S:7]([N:10]2[C:14]([C:15]3[C:16]([F:21])=[N:17][CH:18]=[CH:19][CH:20]=3)=[C:13]([F:22])[C:12]([CH2:23][NH:24][CH3:25])=[CH:11]2)(=[O:9])=[O:8])=[CH:4][S:5][CH:6]=1. (2) Given the reactants [OH:1][CH:2]([C:20]1[CH:25]=[CH:24][CH:23]=[CH:22][CH:21]=1)[CH:3]([CH2:9][C:10]1[CH:15]=[CH:14][C:13]([C:16]([F:19])([F:18])[F:17])=[CH:12][CH:11]=1)[C:4]([O:6]CC)=[O:5].[OH-].[Na+].Cl, predict the reaction product. The product is: [OH:1][CH:2]([C:20]1[CH:25]=[CH:24][CH:23]=[CH:22][CH:21]=1)[CH:3]([CH2:9][C:10]1[CH:15]=[CH:14][C:13]([C:16]([F:17])([F:18])[F:19])=[CH:12][CH:11]=1)[C:4]([OH:6])=[O:5]. (3) Given the reactants [C:1]([C:5]1[CH:6]=[C:7]2[C:11](=[CH:12][CH:13]=1)[C:10](=O)[C:9](=[N:15]O)[CH2:8]2)([CH3:4])([CH3:3])[CH3:2].[H][H], predict the reaction product. The product is: [C:1]([C:5]1[CH:6]=[C:7]2[C:11](=[CH:12][CH:13]=1)[CH2:10][CH:9]([NH2:15])[CH2:8]2)([CH3:4])([CH3:2])[CH3:3]. (4) Given the reactants [C:1]([O:9][C@@H:10]1[C@H:15]([O:16][C:17](=[O:24])[C:18]2[CH:23]=[CH:22][CH:21]=[CH:20][CH:19]=2)[C@@H:14]([O:25][C:26](=[O:33])[C:27]2[CH:32]=[CH:31][CH:30]=[CH:29][CH:28]=2)[C@H:13]([CH3:34])[O:12][C@H:11]1[O:35][C@@H:36]1[C@H:45]([O:46][CH2:47][C:48]2[CH:53]=[CH:52][CH:51]=[CH:50][CH:49]=2)[C@@H:44]([O:54][CH2:55][C:56]2[CH:61]=[CH:60][CH:59]=[CH:58][CH:57]=2)[C@H:43]([CH3:62])[O:42][C@H:37]1[O:38]CC=C)(=[O:8])[C:2]1[CH:7]=[CH:6][CH:5]=[CH:4][CH:3]=1, predict the reaction product. The product is: [C:1]([O:9][C@@H:10]1[C@H:15]([O:16][C:17](=[O:24])[C:18]2[CH:19]=[CH:20][CH:21]=[CH:22][CH:23]=2)[C@@H:14]([O:25][C:26](=[O:33])[C:27]2[CH:32]=[CH:31][CH:30]=[CH:29][CH:28]=2)[C@H:13]([CH3:34])[O:12][C@H:11]1[O:35][C@@H:36]1[C@H:45]([O:46][CH2:47][C:48]2[CH:49]=[CH:50][CH:51]=[CH:52][CH:53]=2)[C@@H:44]([O:54][CH2:55][C:56]2[CH:57]=[CH:58][CH:59]=[CH:60][CH:61]=2)[C@H:43]([CH3:62])[O:42][C@H:37]1[OH:38])(=[O:8])[C:2]1[CH:7]=[CH:6][CH:5]=[CH:4][CH:3]=1.